Dataset: NCI-60 drug combinations with 297,098 pairs across 59 cell lines. Task: Regression. Given two drug SMILES strings and cell line genomic features, predict the synergy score measuring deviation from expected non-interaction effect. (1) Drug 2: C1C(C(OC1N2C=NC(=NC2=O)N)CO)O. Cell line: SNB-75. Synergy scores: CSS=1.86, Synergy_ZIP=-0.575, Synergy_Bliss=-0.854, Synergy_Loewe=-1.36, Synergy_HSA=-1.19. Drug 1: CNC(=O)C1=NC=CC(=C1)OC2=CC=C(C=C2)NC(=O)NC3=CC(=C(C=C3)Cl)C(F)(F)F. (2) Drug 1: C1CCC(C1)C(CC#N)N2C=C(C=N2)C3=C4C=CNC4=NC=N3. Drug 2: CC1C(C(CC(O1)OC2CC(CC3=C2C(=C4C(=C3O)C(=O)C5=CC=CC=C5C4=O)O)(C(=O)C)O)N)O. Cell line: U251. Synergy scores: CSS=39.3, Synergy_ZIP=1.43, Synergy_Bliss=1.79, Synergy_Loewe=-39.3, Synergy_HSA=2.32. (3) Drug 1: CC1=C(C=C(C=C1)NC(=O)C2=CC=C(C=C2)CN3CCN(CC3)C)NC4=NC=CC(=N4)C5=CN=CC=C5. Drug 2: C1C(C(OC1N2C=NC(=NC2=O)N)CO)O. Cell line: SK-OV-3. Synergy scores: CSS=-5.11, Synergy_ZIP=4.19, Synergy_Bliss=2.03, Synergy_Loewe=0.0236, Synergy_HSA=-3.84. (4) Drug 1: CC1=C2C(C(=O)C3(C(CC4C(C3C(C(C2(C)C)(CC1OC(=O)C(C(C5=CC=CC=C5)NC(=O)OC(C)(C)C)O)O)OC(=O)C6=CC=CC=C6)(CO4)OC(=O)C)O)C)O. Drug 2: C1=NC(=NC(=O)N1C2C(C(C(O2)CO)O)O)N. Cell line: ACHN. Synergy scores: CSS=17.1, Synergy_ZIP=-8.25, Synergy_Bliss=3.32, Synergy_Loewe=-0.218, Synergy_HSA=1.54. (5) Drug 1: CC1=C(N=C(N=C1N)C(CC(=O)N)NCC(C(=O)N)N)C(=O)NC(C(C2=CN=CN2)OC3C(C(C(C(O3)CO)O)O)OC4C(C(C(C(O4)CO)O)OC(=O)N)O)C(=O)NC(C)C(C(C)C(=O)NC(C(C)O)C(=O)NCCC5=NC(=CS5)C6=NC(=CS6)C(=O)NCCC[S+](C)C)O. Drug 2: C(CCl)NC(=O)N(CCCl)N=O. Cell line: SF-268. Synergy scores: CSS=22.8, Synergy_ZIP=-0.407, Synergy_Bliss=-0.0657, Synergy_Loewe=-3.80, Synergy_HSA=3.44.